This data is from Forward reaction prediction with 1.9M reactions from USPTO patents (1976-2016). The task is: Predict the product of the given reaction. (1) The product is: [ClH:40].[ClH:40].[NH2:5][CH2:4][C:3]1[CH:13]=[CH:14][CH:15]=[CH:16][C:2]=1[C:60]1[C:54]2[O:53][C:52]([C:50]([NH:49][C@H:43]3[CH:44]4[CH2:45][CH2:46][N:41]([CH2:48][CH2:47]4)[CH2:42]3)=[O:51])=[CH:56][C:55]=2[CH:57]=[CH:58][CH:59]=1. Given the reactants Br[C:2]1[CH:16]=[CH:15][CH:14]=[CH:13][C:3]=1[CH2:4][NH:5]C(=O)OC(C)(C)C.B1(B2OC(C)(C)C(C)(C)O2)OC(C)(C)C(C)(C)O1.C([O-])(=O)C.[K+].[ClH:40].[N:41]12[CH2:48][CH2:47][CH:44]([CH2:45][CH2:46]1)[C@H:43]([NH:49][C:50]([C:52]1[O:53][C:54]3[C:60](Br)=[CH:59][CH:58]=[CH:57][C:55]=3[CH:56]=1)=[O:51])[CH2:42]2.C(=O)([O-])[O-].[Na+].[Na+], predict the reaction product. (2) Given the reactants [CH3:1][O:2][C:3](=[O:18])[C@@H:4]([O:15][CH2:16][CH3:17])[CH2:5][C:6]1[CH:11]=[CH:10][C:9]([OH:12])=[CH:8][C:7]=1[O:13][CH3:14].Cl[CH2:20][C:21]1[N:22]=[C:23]([C:27]2[CH:32]=[CH:31][C:30]([O:33][CH:34]([CH3:36])[CH3:35])=[CH:29][CH:28]=2)[O:24][C:25]=1[CH3:26].C(=O)([O-])[O-].[Cs+].[Cs+].[I-].[K+], predict the reaction product. The product is: [CH3:1][O:2][C:3](=[O:18])[C@@H:4]([O:15][CH2:16][CH3:17])[CH2:5][C:6]1[CH:11]=[CH:10][C:9]([O:12][CH2:20][C:21]2[N:22]=[C:23]([C:27]3[CH:32]=[CH:31][C:30]([O:33][CH:34]([CH3:36])[CH3:35])=[CH:29][CH:28]=3)[O:24][C:25]=2[CH3:26])=[CH:8][C:7]=1[O:13][CH3:14]. (3) Given the reactants [N:1]1[CH:6]=[CH:5][C:4]([C:7]2[S:11][C:10]([C:12]([OH:14])=O)=[CH:9][CH:8]=2)=[CH:3][CH:2]=1.[NH2:15][CH2:16][C:17]1[CH:22]=[CH:21][C:20]([S:23]([NH2:26])(=[O:25])=[O:24])=[CH:19][CH:18]=1, predict the reaction product. The product is: [NH2:26][S:23]([C:20]1[CH:19]=[CH:18][C:17]([CH2:16][NH:15][C:12]([C:10]2[S:11][C:7]([C:4]3[CH:3]=[CH:2][N:1]=[CH:6][CH:5]=3)=[CH:8][CH:9]=2)=[O:14])=[CH:22][CH:21]=1)(=[O:24])=[O:25]. (4) Given the reactants [CH3:1][N:2]([CH3:22])[CH2:3][C:4]([NH:6][C:7]1[CH:8]=[C:9]([NH:14]C(=O)OC(C)(C)C)[CH:10]=[CH:11][C:12]=1[CH3:13])=[O:5].NC1C=C(NC(=O)OC(C)(C)C)C=CC=1C.C(N(CC)CC)C.CN(C)CC(Cl)=O.[Cl-].[Na+], predict the reaction product. The product is: [NH2:14][C:9]1[CH:10]=[CH:11][C:12]([CH3:13])=[C:7]([NH:6][C:4](=[O:5])[CH2:3][N:2]([CH3:1])[CH3:22])[CH:8]=1. (5) Given the reactants [Cl:1][CH2:2][C:3]([NH:5][CH2:6][C:7]1[CH:12]=[CH:11][CH:10]=[CH:9][CH:8]=1)=[O:4].Cl.Cl.[Cl:15][C:16]1[C:25]([O:26][CH3:27])=[CH:24][CH:23]=[C:22]2[C:17]=1[CH:18]=[CH:19][C:20]([C:28]([CH:30]([N:32]1[CH2:37][CH2:36][NH:35][CH2:34][CH2:33]1)[CH3:31])=[O:29])=[CH:21]2.C([O-])([O-])=O.[K+].[K+], predict the reaction product. The product is: [ClH:1].[ClH:15].[Cl:15][C:16]1[C:25]([O:26][CH3:27])=[CH:24][CH:23]=[C:22]2[C:17]=1[CH:18]=[CH:19][C:20]([C:28]([CH:30]([N:32]1[CH2:33][CH2:34][N:35]([CH2:2][C:3]([NH:5][CH2:6][C:7]3[CH:12]=[CH:11][CH:10]=[CH:9][CH:8]=3)=[O:4])[CH2:36][CH2:37]1)[CH3:31])=[O:29])=[CH:21]2. (6) Given the reactants [Cl-].[Al+3].[Cl-].[Cl-].[NH:5]1[C:13]2[C:8](=[CH:9][CH:10]=[CH:11][CH:12]=2)[CH2:7][C:6]1=[O:14].[Cl:15][CH2:16][C:17](Cl)=[O:18].Cl, predict the reaction product. The product is: [Cl:15][CH2:16][C:17]([C:10]1[CH:9]=[C:8]2[C:13](=[CH:12][CH:11]=1)[NH:5][C:6](=[O:14])[CH2:7]2)=[O:18]. (7) Given the reactants [CH3:1][O:2][CH:3]1[CH2:8][CH2:7][NH:6][CH2:5][C:4]1([CH3:10])[CH3:9].[Cl:11][C:12]1[N:13]=[C:14](Cl)[C:15]2[CH2:21][N:20]([C@H:22]([C:24]3[CH:29]=[CH:28][CH:27]=[CH:26][CH:25]=3)[CH3:23])[CH2:19][CH2:18][C:16]=2[N:17]=1.CCN(C(C)C)C(C)C.C(O)(C)C, predict the reaction product. The product is: [Cl:11][C:12]1[N:13]=[C:14]([N:6]2[CH2:7][CH2:8][CH:3]([O:2][CH3:1])[C:4]([CH3:10])([CH3:9])[CH2:5]2)[C:15]2[CH2:21][N:20]([C@H:22]([C:24]3[CH:29]=[CH:28][CH:27]=[CH:26][CH:25]=3)[CH3:23])[CH2:19][CH2:18][C:16]=2[N:17]=1. (8) The product is: [Cl:8][CH:9]1[CH2:12][CH:11]([C:13]([O:15][CH3:2])=[O:14])[CH2:10]1. Given the reactants [Si](C=[N+]=[N-])(C)(C)[CH3:2].[Cl:8][CH:9]1[CH2:12][CH:11]([C:13]([OH:15])=[O:14])[CH2:10]1, predict the reaction product. (9) Given the reactants Cl[C:2]1[N:3]([C:13]2[CH:18]=[CH:17][C:16]([Cl:19])=[CH:15][CH:14]=2)[N:4]=[C:5]2[C:10]=1[CH:9]=[C:8]([F:11])[C:7]([F:12])=[CH:6]2, predict the reaction product. The product is: [Cl:19][C:16]1[CH:15]=[CH:14][C:13]([N:3]2[CH:2]=[C:10]3[C:5]([CH:6]=[C:7]([F:12])[C:8]([F:11])=[CH:9]3)=[N:4]2)=[CH:18][CH:17]=1. (10) The product is: [CH3:23][O:24][C:25]1[CH:31]=[CH:30][C:29]([O:32][CH3:33])=[CH:28][C:26]=1[NH:27][C:2]1[N:7]=[C:6]([NH:8][C:9]2[CH:14]=[CH:13][CH:12]=[CH:11][C:10]=2[S:15]([NH:18][CH3:19])(=[O:17])=[O:16])[C:5]([N+:20]([O-:22])=[O:21])=[CH:4][N:3]=1. Given the reactants Cl[C:2]1[N:7]=[C:6]([NH:8][C:9]2[CH:14]=[CH:13][CH:12]=[CH:11][C:10]=2[S:15]([NH:18][CH3:19])(=[O:17])=[O:16])[C:5]([N+:20]([O-:22])=[O:21])=[CH:4][N:3]=1.[CH3:23][O:24][C:25]1[CH:31]=[CH:30][C:29]([O:32][CH3:33])=[CH:28][C:26]=1[NH2:27], predict the reaction product.